Dataset: Reaction yield outcomes from USPTO patents with 853,638 reactions. Task: Predict the reaction yield, written as a fraction of the theoretical maximum amount of product (1.0 means a 100% yield; for example, 0.34 means a 34% yield). The reactants are [C:1]([O:5][C:6](=[O:39])[CH2:7][CH:8]1[CH2:13][CH:12]([CH:14]=[CH:15][C:16]2[N:17]([CH:34]([CH3:36])[CH3:35])[CH:18]=[C:19]([C:28]3[CH:33]=[CH:32][CH:31]=[CH:30][N:29]=3)[C:20]=2[C:21]2[CH:26]=[CH:25][C:24]([F:27])=[CH:23][CH:22]=2)[O:11][C:10]([CH3:38])([CH3:37])[O:9]1)([CH3:4])([CH3:3])[CH3:2]. The catalyst is CO.[Pd]. The product is [C:1]([O:5][C:6](=[O:39])[CH2:7][CH:8]1[CH2:13][CH:12]([CH2:14][CH2:15][C:16]2[N:17]([CH:34]([CH3:35])[CH3:36])[CH:18]=[C:19]([C:28]3[CH:33]=[CH:32][CH:31]=[CH:30][N:29]=3)[C:20]=2[C:21]2[CH:22]=[CH:23][C:24]([F:27])=[CH:25][CH:26]=2)[O:11][C:10]([CH3:37])([CH3:38])[O:9]1)([CH3:4])([CH3:2])[CH3:3]. The yield is 0.530.